Predict the reactants needed to synthesize the given product. From a dataset of Full USPTO retrosynthesis dataset with 1.9M reactions from patents (1976-2016). (1) Given the product [CH3:1][CH:2]1[CH:3]2[CH2:4][CH2:5][C:6]3[CH:7]=[N:8][C:9]([C:26]4[CH:27]=[CH:28][CH:29]=[CH:30][CH:31]=4)=[N:10][C:11]=3[C:12]2([C:20]2[CH:21]=[CH:22][CH:23]=[CH:24][CH:25]=2)[CH2:13][CH2:14][C:15]1=[O:16], predict the reactants needed to synthesize it. The reactants are: [CH3:1][CH:2]1[C:15]2(OCC[O:16]2)[CH2:14][CH2:13][C:12]2([C:20]3[CH:25]=[CH:24][CH:23]=[CH:22][CH:21]=3)[CH:3]1[CH2:4][CH2:5][C:6]1[CH:7]=[N:8][C:9]([C:26]3[CH:31]=[CH:30][CH:29]=[CH:28][CH:27]=3)=[N:10][C:11]=12.Cl. (2) Given the product [CH3:35][C:19]1[C:20]([N:24]2[C:33](=[O:34])[C:32]3[C:27](=[CH:28][CH:29]=[CH:30][CH:31]=3)[N:26]=[CH:25]2)=[CH:21][CH:22]=[CH:23][C:18]=1[C:17]1[C:9]2[C:8]3[C:12](=[CH:13][C:5]([O:4][CH2:3][CH:2]=[O:1])=[CH:6][CH:7]=3)[NH:11][C:10]=2[C:14]([C:36]([NH2:38])=[O:37])=[N:15][CH:16]=1, predict the reactants needed to synthesize it. The reactants are: [OH:1][CH2:2][CH2:3][O:4][C:5]1[CH:13]=[C:12]2[C:8]([C:9]3[C:17]([C:18]4[CH:23]=[CH:22][CH:21]=[C:20]([N:24]5[C:33](=[O:34])[C:32]6[C:27](=[CH:28][CH:29]=[CH:30][CH:31]=6)[N:26]=[CH:25]5)[C:19]=4[CH3:35])=[CH:16][N:15]=[C:14]([C:36]([NH2:38])=[O:37])[C:10]=3[NH:11]2)=[CH:7][CH:6]=1.CC(OI1(OC(C)=O)(OC(C)=O)OC(=O)C2C=CC=CC1=2)=O.C([O-])(O)=O.[Na+].O.